From a dataset of Reaction yield outcomes from USPTO patents with 853,638 reactions. Predict the reaction yield, written as a fraction of the theoretical maximum amount of product (1.0 means a 100% yield; for example, 0.34 means a 34% yield). The reactants are [N:1]1([C:14]([O:16][CH2:17][CH:18]2[C:30]3[C:25](=[CH:26][CH:27]=[CH:28][CH:29]=3)[C:24]3[C:19]2=[CH:20][CH:21]=[CH:22][CH:23]=3)=[O:15])[CH2:13][C@H:7]([O:8][C:9]([CH3:12])([CH3:11])[CH3:10])[CH2:6][C@H:2]1[C:3]([OH:5])=[O:4].C(=O)(O)[O-].[Na+].[CH2:36](Br)[CH:37]=[CH2:38]. The catalyst is CN(C=O)C.CCOC(C)=O. The product is [N:1]1([C:14]([O:16][CH2:17][CH:18]2[C:30]3[C:25](=[CH:26][CH:27]=[CH:28][CH:29]=3)[C:24]3[C:19]2=[CH:20][CH:21]=[CH:22][CH:23]=3)=[O:15])[CH2:13][C@H:7]([O:8][C:9]([CH3:11])([CH3:12])[CH3:10])[CH2:6][C@H:2]1[C:3]([O:5][CH2:38][CH:37]=[CH2:36])=[O:4]. The yield is 0.860.